From a dataset of Catalyst prediction with 721,799 reactions and 888 catalyst types from USPTO. Predict which catalyst facilitates the given reaction. (1) Reactant: Br[C:2]1[CH:3]=[C:4]2[C:9](=[CH:10][CH:11]=1)[C:8](=[O:12])[NH:7][N:6]=[C:5]2[Cl:13].[S:14]1[CH:18]=[CH:17][C:16]([C:19]2[CH:20]=[C:21]([CH:24]=[CH:25][CH:26]=2)[CH2:22][NH2:23])=[CH:15]1.C1C=CC(P(C2C(C3C(P(C4C=CC=CC=4)C4C=CC=CC=4)=CC=C4C=3C=CC=C4)=C3C(C=CC=C3)=CC=2)C2C=CC=CC=2)=CC=1.CC([O-])(C)C.[Na+]. Product: [Cl:13][C:5]1[C:4]2[C:9](=[CH:10][CH:11]=[C:2]([NH:23][CH2:22][C:21]3[CH:24]=[CH:25][CH:26]=[C:19]([C:16]4[CH:17]=[CH:18][S:14][CH:15]=4)[CH:20]=3)[CH:3]=2)[C:8](=[O:12])[NH:7][N:6]=1. The catalyst class is: 686. (2) Product: [CH3:1][O:2][C:3]([C:4]1[CH:9]=[C:8]2[C:7](=[C:6]([Cl:19])[CH:5]=1)[NH:10][CH:11]([C:12]1[CH:17]=[CH:16][CH:15]=[C:14]([Br:18])[CH:13]=1)[C:48]([CH3:50])([CH3:49])[CH:47]2[OH:51])=[O:20]. Reactant: [CH3:1][O:2][C:3](=[O:20])[C:4]1[CH:9]=[CH:8][C:7]([N:10]=[CH:11][C:12]2[CH:17]=[CH:16][CH:15]=[C:14]([Br:18])[CH:13]=2)=[C:6]([Cl:19])[CH:5]=1.O.[O-]S(C(F)(F)F)(=O)=O.[Yb+3].[O-]S(C(F)(F)F)(=O)=O.[O-]S(C(F)(F)F)(=O)=O.[CH:47](=[O:51])[CH:48]([CH3:50])[CH3:49].O. The catalyst class is: 7. (3) Reactant: [CH3:1][N:2]1[CH:8]2[CH2:9][CH2:10][CH:3]1[CH2:4][N:5]([S:11]([NH2:14])(=[O:13])=[O:12])[CH2:6][CH2:7]2.C1(P(C2CCCCC2)C2C=CC=CC=2C2C(C(C)C)=CC(C(C)C)=CC=2C(C)C)CCCCC1.C(=O)([O-])[O-].[Cs+].[Cs+].[CH2:55]([O:57][C:58](=[O:79])[C@H:59]([O:61][C:62]1[CH:67]=[C:66](Cl)[N:65]=[C:64]([S:69][CH2:70][C:71]2[CH:76]=[CH:75][CH:74]=[C:73]([F:77])[C:72]=2[F:78])[N:63]=1)[CH3:60])[CH3:56]. Product: [F:78][C:72]1[C:73]([F:77])=[CH:74][CH:75]=[CH:76][C:71]=1[CH2:70][S:69][C:64]1[N:63]=[C:62]([O:61][C@H:59]([CH3:60])[C:58]([O:57][CH2:55][CH3:56])=[O:79])[CH:67]=[C:66]([NH:14][S:11]([N:5]2[CH2:6][CH2:7][CH:8]3[N:2]([CH3:1])[CH:3]([CH2:10][CH2:9]3)[CH2:4]2)(=[O:13])=[O:12])[N:65]=1. The catalyst class is: 62. (4) Reactant: C(OC([N:8]([CH3:36])[C@H:9]([C:11]([NH:13][C@@H:14]([CH:30]1[CH2:35][CH2:34][CH2:33][CH2:32][CH2:31]1)[C:15]([N:17]1[C@H:22]([C:23]([O:25]C)=O)[CH2:21][N:20]2[CH2:27][CH2:28][CH2:29][C@@H:19]2[CH2:18]1)=[O:16])=[O:12])[CH3:10])=O)(C)(C)C.O.[OH-].[Li+].[F:40][C:41]1[CH:50]=[C:49]2[C:44]([C@H:45]([NH2:51])[CH2:46][CH2:47][O:48]2)=[CH:43][CH:42]=1.[Cl-:52].COC1N=C(OC)N=C([N+]2(C)CCOCC2)N=1.C(OCC)(=O)C.Cl. The catalyst class is: 253. Product: [ClH:52].[ClH:52].[CH:30]1([C@H:14]([NH:13][C:11](=[O:12])[C@H:9]([CH3:10])[NH:8][CH3:36])[C:15]([N:17]2[C@H:22]([C:23]([NH:51][C@H:45]3[C:44]4[C:49](=[CH:50][C:41]([F:40])=[CH:42][CH:43]=4)[O:48][CH2:47][CH2:46]3)=[O:25])[CH2:21][N:20]3[CH2:27][CH2:28][CH2:29][C@@H:19]3[CH2:18]2)=[O:16])[CH2:31][CH2:32][CH2:33][CH2:34][CH2:35]1. (5) Reactant: [N:1]([C@H:4]1[CH2:9][CH2:8][N:7]([C:10]([O:12][C:13]([CH3:16])([CH3:15])[CH3:14])=[O:11])[CH2:6][C@@H:5]1[OH:17])=[N+]=[N-].[H][H]. Product: [NH2:1][C@@H:4]1[CH2:9][CH2:8][N:7]([C:10]([O:12][C:13]([CH3:15])([CH3:14])[CH3:16])=[O:11])[CH2:6][C@H:5]1[OH:17]. The catalyst class is: 293. (6) Reactant: [CH2:1]([O:5][C:6]([C:8]1[N:9]=[C:10](Br)[C:11]2[C:16]([C:17]=1[OH:18])=[CH:15][CH:14]=[C:13]([O:19][C:20]1[CH:25]=[CH:24][CH:23]=[CH:22][CH:21]=1)[CH:12]=2)=[O:7])[CH2:2][CH2:3][CH3:4].C([O-])(=O)C.[Na+].CO. Product: [CH2:1]([O:5][C:6]([C:8]1[N:9]=[CH:10][C:11]2[C:16]([C:17]=1[OH:18])=[CH:15][CH:14]=[C:13]([O:19][C:20]1[CH:25]=[CH:24][CH:23]=[CH:22][CH:21]=1)[CH:12]=2)=[O:7])[CH2:2][CH2:3][CH3:4]. The catalyst class is: 153. (7) Reactant: I[C:2]1[CH:7]=[CH:6][N:5]=[CH:4][CH:3]=1.C(=O)([O-])[O-].[K+].[K+].[F:14][C:15]([F:22])([F:21])[C:16](B(O)O)=[CH2:17].[Cl-].[NH4+]. Product: [F:14][C:15]([F:22])([F:21])[C:16]([C:2]1[CH:7]=[CH:6][N:5]=[CH:4][CH:3]=1)=[CH2:17]. The catalyst class is: 12. (8) The catalyst class is: 572. Reactant: [OH-:1].[Na+].[F:3][CH:4]([F:15])[O:5][C:6]1[CH:11]=[CH:10][C:9](CC#N)=[CH:8][CH:7]=1.Br[CH2:17][CH2:18]Cl.[CH2:20]([OH:23])[CH2:21]O. Product: [F:15][CH:4]([F:3])[O:5][C:6]1[CH:7]=[CH:8][C:9]([C:21]2([C:20]([OH:23])=[O:1])[CH2:18][CH2:17]2)=[CH:10][CH:11]=1. (9) Reactant: Cl[C:2]1[C:3]2[CH:10]=[CH:9][N:8]([CH2:11][CH:12]=[CH2:13])[C:4]=2[N:5]=[CH:6][N:7]=1.[NH2:14][C:15]1[CH:16]=[C:17]([C:21]#[CH:22])[CH:18]=[CH:19][CH:20]=1. Product: [CH2:11]([N:8]1[C:4]2[N:5]=[CH:6][N:7]=[C:2]([NH:14][C:15]3[CH:20]=[CH:19][CH:18]=[C:17]([C:21]#[CH:22])[CH:16]=3)[C:3]=2[CH:10]=[CH:9]1)[CH:12]=[CH2:13]. The catalyst class is: 5. (10) Reactant: [OH:1][CH:2]([CH2:6][CH2:7][CH2:8][CH2:9][CH2:10][CH3:11])[C:3]([OH:5])=[O:4].Br[CH:13]([CH3:17])[C:14](Br)=[O:15].C(N(CC)CC)C. Product: [CH3:17][CH:13]1[O:4][C:3](=[O:5])[CH:2]([CH2:6][CH2:7][CH2:8][CH2:9][CH2:10][CH3:11])[O:1][C:14]1=[O:15]. The catalyst class is: 21.